From a dataset of Reaction yield outcomes from USPTO patents with 853,638 reactions. Predict the reaction yield, written as a fraction of the theoretical maximum amount of product (1.0 means a 100% yield; for example, 0.34 means a 34% yield). (1) The reactants are [OH:1][CH2:2]/[CH:3]=[CH:4]/[CH2:5][O:6][C:7]1[CH:14]=[CH:13][CH:12]=[C:11]([N+:15]([O-:17])=[O:16])[C:8]=1[C:9]#[N:10].[C:18](C1C=C(C)C=C(C(C)(C)C)N=1)(C)(C)C.F[B-](F)(F)F.C[O+](C)C. The catalyst is C(Cl)Cl. The product is [CH3:18][O:1][CH2:2]/[CH:3]=[CH:4]/[CH2:5][O:6][C:7]1[CH:14]=[CH:13][CH:12]=[C:11]([N+:15]([O-:17])=[O:16])[C:8]=1[C:9]#[N:10]. The yield is 0.720. (2) The reactants are C([O:4][CH:5]1[C:9]2=[N:10][CH:11]=[C:12]([NH:28][C:29]([C:31]3[CH:36]=[CH:35][C:34]([F:37])=[C:33]([C:38]4[C:43]([F:44])=[CH:42][CH:41]=[CH:40][C:39]=4[F:45])[N:32]=3)=[O:30])[C:13]([N:14]3[CH2:19][CH2:18][CH2:17][C@H:16]([NH:20][C:21]([O:23][C:24]([CH3:27])([CH3:26])[CH3:25])=[O:22])[CH2:15]3)=[C:8]2[CH2:7][CH2:6]1)(=O)C.CO.[OH-].[Na+]. The catalyst is C1COCC1. The product is [F:44][C:43]1[CH:42]=[CH:41][CH:40]=[C:39]([F:45])[C:38]=1[C:33]1[N:32]=[C:31]([C:29]([NH:28][C:12]2[C:13]([N:14]3[CH2:19][CH2:18][CH2:17][C@H:16]([NH:20][C:21](=[O:22])[O:23][C:24]([CH3:25])([CH3:26])[CH3:27])[CH2:15]3)=[C:8]3[CH2:7][CH2:6][CH:5]([OH:4])[C:9]3=[N:10][CH:11]=2)=[O:30])[CH:36]=[CH:35][C:34]=1[F:37]. The yield is 0.930. (3) The reactants are [CH2:1]([NH:3][C:4]1[C:9]([NH:10][CH2:11][CH3:12])=[CH:8][CH:7]=[CH:6][C:5]=1[NH2:13])[CH3:2].CC1N=C(O)C2[C:19](=[N:21][O:22][N:23]=2)[N:20]=1.[C:25](O)(=O)[CH3:26]. No catalyst specified. The product is [NH2:20][C:19]1[C:2]([C:1]2[N:10]([CH2:11][CH3:12])[C:9]3[CH:8]=[CH:7][CH:6]=[C:5]([NH:13][CH2:25][CH3:26])[C:4]=3[N:3]=2)=[N:23][O:22][N:21]=1. The yield is 0.100. (4) The reactants are C[O:2][C:3](=[O:26])[CH2:4][CH2:5][CH2:6][N:7]1[CH2:12][CH2:11][N:10]([C:13]2[CH:18]=[CH:17][C:16]([NH:19][C:20]3[CH:25]=[CH:24][CH:23]=[CH:22][CH:21]=3)=[CH:15][CH:14]=2)[CH2:9][CH2:8]1.[OH-].[Na+:28]. No catalyst specified. The product is [Na+:28].[C:20]1([NH:19][C:16]2[CH:15]=[CH:14][C:13]([N:10]3[CH2:9][CH2:8][N:7]([CH2:6][CH2:5][CH2:4][C:3]([O-:26])=[O:2])[CH2:12][CH2:11]3)=[CH:18][CH:17]=2)[CH:21]=[CH:22][CH:23]=[CH:24][CH:25]=1. The yield is 0.923. (5) The reactants are [CH3:1][S:2]([C:5]1[CH:10]=[CH:9][C:8]([O:11][C:12]2[CH:17]=[CH:16][C:15]([N+:18]([O-])=O)=[CH:14][CH:13]=2)=[CH:7][N:6]=1)(=[O:4])=[O:3]. The catalyst is C(O)C.O1CCCC1.[C].[Pd]. The product is [CH3:1][S:2]([C:5]1[N:6]=[CH:7][C:8]([O:11][C:12]2[CH:17]=[CH:16][C:15]([NH2:18])=[CH:14][CH:13]=2)=[CH:9][CH:10]=1)(=[O:4])=[O:3]. The yield is 1.00. (6) The reactants are [OH:1][CH:2]1[O:6][C:5](=[O:7])[CH:4]=[CH:3]1.[CH:8]1([CH3:18])[CH2:13][CH2:12][CH:11]([CH:14]([CH3:16])[CH3:15])[CH:10](O)[CH2:9]1. No catalyst specified. The product is [C@@H:8]1([CH3:18])[CH2:13][CH2:12][CH:11]([CH:14]([CH3:16])[CH3:15])[CH:10]([O:1][C@@H:2]2[O:6][C:5](=[O:7])[CH:4]=[CH:3]2)[CH2:9]1. The yield is 0.620. (7) The reactants are [NH2:1][CH2:2][CH2:3][CH2:4][CH2:5][CH2:6][CH2:7][CH2:8][NH2:9].[C:10](Cl)([O:12][CH2:13][C:14]1[CH:19]=[CH:18][CH:17]=[CH:16][CH:15]=1)=[O:11]. The catalyst is C(Cl)Cl.CO.C(Cl)Cl. The product is [CH2:13]([O:12][C:10](=[O:11])[NH:1][CH2:2][CH2:3][CH2:4][CH2:5][CH2:6][CH2:7][CH2:8][NH2:9])[C:14]1[CH:19]=[CH:18][CH:17]=[CH:16][CH:15]=1. The yield is 0.320.